This data is from Merck oncology drug combination screen with 23,052 pairs across 39 cell lines. The task is: Regression. Given two drug SMILES strings and cell line genomic features, predict the synergy score measuring deviation from expected non-interaction effect. (1) Drug 1: O=C(NOCC(O)CO)c1ccc(F)c(F)c1Nc1ccc(I)cc1F. Drug 2: CCc1c2c(nc3ccc(O)cc13)-c1cc3c(c(=O)n1C2)COC(=O)C3(O)CC. Cell line: NCIH460. Synergy scores: synergy=10.5. (2) Drug 1: CC1(c2nc3c(C(N)=O)cccc3[nH]2)CCCN1. Drug 2: COC1CC2CCC(C)C(O)(O2)C(=O)C(=O)N2CCCCC2C(=O)OC(C(C)CC2CCC(OP(C)(C)=O)C(OC)C2)CC(=O)C(C)C=C(C)C(O)C(OC)C(=O)C(C)CC(C)C=CC=CC=C1C. Cell line: COLO320DM. Synergy scores: synergy=-5.49. (3) Drug 1: CCN(CC)CCNC(=O)c1c(C)[nH]c(C=C2C(=O)Nc3ccc(F)cc32)c1C. Drug 2: O=C(O)C1(Cc2cccc(Nc3nccs3)n2)CCC(Oc2cccc(Cl)c2F)CC1. Cell line: HT29. Synergy scores: synergy=7.78. (4) Drug 1: COC12C(COC(N)=O)C3=C(C(=O)C(C)=C(N)C3=O)N1CC1NC12. Drug 2: Cn1cc(-c2cnn3c(N)c(Br)c(C4CCCNC4)nc23)cn1. Cell line: RPMI7951. Synergy scores: synergy=7.60. (5) Drug 1: O=S1(=O)NC2(CN1CC(F)(F)F)C1CCC2Cc2cc(C=CCN3CCC(C(F)(F)F)CC3)ccc2C1. Drug 2: Cc1nc(Nc2ncc(C(=O)Nc3c(C)cccc3Cl)s2)cc(N2CCN(CCO)CC2)n1. Cell line: UWB1289. Synergy scores: synergy=13.5. (6) Drug 1: CC(=O)OC1C(=O)C2(C)C(O)CC3OCC3(OC(C)=O)C2C(OC(=O)c2ccccc2)C2(O)CC(OC(=O)C(O)C(NC(=O)c3ccccc3)c3ccccc3)C(C)=C1C2(C)C. Drug 2: CS(=O)(=O)CCNCc1ccc(-c2ccc3ncnc(Nc4ccc(OCc5cccc(F)c5)c(Cl)c4)c3c2)o1. Cell line: ES2. Synergy scores: synergy=76.1.